The task is: Predict the reactants needed to synthesize the given product.. This data is from Full USPTO retrosynthesis dataset with 1.9M reactions from patents (1976-2016). (1) Given the product [C:24]([O:27][C:28](=[O:29])[NH:6][CH2:5][CH:4]([CH:1]1[CH2:3][CH2:2]1)[NH:7][CH:8]([C:10]1[CH:11]=[CH:12][CH:13]=[CH:14][CH:15]=1)[CH3:9])([CH3:26])([CH3:25])[CH3:23], predict the reactants needed to synthesize it. The reactants are: [CH:1]1([CH:4]([NH:7][CH:8]([C:10]2[CH:15]=[CH:14][CH:13]=[CH:12][CH:11]=2)[CH3:9])[CH2:5][NH2:6])[CH2:3][CH2:2]1.CCN(CC)CC.[CH3:23][C:24]([O:27][C:28](O[C:28]([O:27][C:24]([CH3:26])([CH3:25])[CH3:23])=[O:29])=[O:29])([CH3:26])[CH3:25]. (2) Given the product [Cl:1][C:2]1[CH:7]=[CH:6][C:5]([CH:8]2[CH2:13][CH2:12][CH2:11][N:10]([C:14]([C:16]3[C:17]([CH3:22])=[N:18][N:19]([CH3:21])[CH:20]=3)=[O:15])[CH2:9]2)=[CH:4][CH:3]=1, predict the reactants needed to synthesize it. The reactants are: [Cl:1][C:2]1[CH:7]=[CH:6][C:5]([CH:8]2[CH2:13][CH2:12][CH2:11][N:10]([C:14]([C:16]3[C:17]([CH3:22])=[N:18][N:19]([CH3:21])[CH:20]=3)=[O:15])[CH2:9]2)=[C:4](C)[CH:3]=1.ClC1C=CC(C2CCCNC2)=CC=1.CN1C=C(C(O)=O)C(C)=N1.